The task is: Predict the product of the given reaction.. This data is from Forward reaction prediction with 1.9M reactions from USPTO patents (1976-2016). (1) Given the reactants [S:1]1[C:5]2[CH:6]=[CH:7][CH:8]=[CH:9][C:4]=2[C:3]([CH2:10][CH2:11][O:12][CH2:13][CH2:14][N:15]2[CH2:19][CH2:18][C@@H:17]([OH:20])[CH2:16]2)=[CH:2]1.[ClH:21], predict the reaction product. The product is: [ClH:21].[S:1]1[C:5]2[CH:6]=[CH:7][CH:8]=[CH:9][C:4]=2[C:3]([CH2:10][CH2:11][O:12][CH2:13][CH2:14][N:15]2[CH2:19][CH2:18][C@@H:17]([OH:20])[CH2:16]2)=[CH:2]1. (2) Given the reactants [CH2:1]([N:8]1[C:12]2[N:13]=[C:14]([C:18]([CH3:21])([CH3:20])[CH3:19])[N:15]=[C:16](Cl)[C:11]=2[N:10]=[N:9]1)[C:2]1[CH:7]=[CH:6][CH:5]=[CH:4][CH:3]=1.C(#N)C.C(N(C(C)C)C(C)C)C.[NH:34]1[CH2:38][CH2:37][C@H:36]([OH:39])[CH2:35]1, predict the reaction product. The product is: [CH2:1]([N:8]1[C:12]2[N:13]=[C:14]([C:18]([CH3:21])([CH3:20])[CH3:19])[N:15]=[C:16]([N:34]3[CH2:38][CH2:37][C@H:36]([OH:39])[CH2:35]3)[C:11]=2[N:10]=[N:9]1)[C:2]1[CH:7]=[CH:6][CH:5]=[CH:4][CH:3]=1. (3) Given the reactants [CH:1]1([C@@H:4]([C:11]2[CH:16]=[CH:15][N:14]=[C:13]([O:17][CH2:18][CH:19]3[CH2:24][CH2:23][N:22]([C:25]4[CH:33]=[C:32]([O:34][CH3:35])[CH:31]=[CH:30][C:26]=4[C:27](O)=[O:28])[CH2:21][CH2:20]3)[CH:12]=2)[CH2:5][C:6]([O:8][CH2:9][CH3:10])=[O:7])[CH2:3][CH2:2]1.ClC(N(C)C)=C(C)C.[CH3:44][C:45]([CH3:55])([CH3:54])[CH2:46][NH:47][C:48]1[CH:53]=[CH:52][CH:51]=[CH:50][N:49]=1.C(N(CC)CC)C, predict the reaction product. The product is: [CH:1]1([C@@H:4]([C:11]2[CH:16]=[CH:15][N:14]=[C:13]([O:17][CH2:18][CH:19]3[CH2:24][CH2:23][N:22]([C:25]4[CH:33]=[C:32]([O:34][CH3:35])[CH:31]=[CH:30][C:26]=4[C:27](=[O:28])[N:47]([CH2:46][C:45]([CH3:55])([CH3:54])[CH3:44])[C:48]4[CH:53]=[CH:52][CH:51]=[CH:50][N:49]=4)[CH2:21][CH2:20]3)[CH:12]=2)[CH2:5][C:6]([O:8][CH2:9][CH3:10])=[O:7])[CH2:2][CH2:3]1. (4) Given the reactants [C:1]1([CH:7]([C:13]2[CH:18]=[CH:17][CH:16]=[CH:15][CH:14]=2)[CH2:8][CH2:9][C:10]([OH:12])=O)[CH:6]=[CH:5][CH:4]=[CH:3][CH:2]=1.C(Cl)CCl.C1C=CC2N(O)N=NC=2C=1.[NH2:33][C:34]1[CH:39]=[CH:38][CH:37]=[CH:36][N:35]=1, predict the reaction product. The product is: [C:13]1([CH:7]([C:1]2[CH:2]=[CH:3][CH:4]=[CH:5][CH:6]=2)[CH2:8][CH2:9][C:10]([NH:33][C:34]2[CH:39]=[CH:38][CH:37]=[CH:36][N:35]=2)=[O:12])[CH:18]=[CH:17][CH:16]=[CH:15][CH:14]=1. (5) Given the reactants [CH2:1]([O:3][C:4](=[O:30])[C:5](=P(C1C=CC=CC=1)(C1C=CC=CC=1)C1C=CC=CC=1)[C:6](=[O:10])[CH:7]([CH3:9])[CH3:8])[CH3:2].[OH:31]OS([O-])=O.[K+].O, predict the reaction product. The product is: [CH2:1]([O:3][C:4](=[O:30])[C:5](=[O:31])[C:6](=[O:10])[CH:7]([CH3:8])[CH3:9])[CH3:2].